Dataset: Catalyst prediction with 721,799 reactions and 888 catalyst types from USPTO. Task: Predict which catalyst facilitates the given reaction. (1) Reactant: [Br:1][C:2]1[CH:3]=[C:4]([CH:8]2[CH2:11][CH:10]([CH2:12][CH2:13]O)[CH2:9]2)[CH:5]=[CH:6][CH:7]=1.C(N(S(F)(F)[F:21])CC)C. The catalyst class is: 4. Product: [Br:1][C:2]1[CH:7]=[CH:6][CH:5]=[C:4]([CH:8]2[CH2:11][CH:10]([CH2:12][CH2:13][F:21])[CH2:9]2)[CH:3]=1. (2) Reactant: [Cl:1][C:2]1[C:3]([C:8]([OH:10])=O)=[N:4][CH:5]=[CH:6][CH:7]=1.S(Cl)([Cl:13])=O. Product: [Cl:1][C:2]1[C:3]([C:8]([Cl:13])=[O:10])=[N:4][CH:5]=[CH:6][CH:7]=1. The catalyst class is: 11. (3) Reactant: [C:1]([N:20]1[CH:24]=[N:23][C:22]([C:25](O)=[O:26])=[N:21]1)([C:14]1[CH:19]=[CH:18][CH:17]=[CH:16][CH:15]=1)([C:8]1[CH:13]=[CH:12][CH:11]=[CH:10][CH:9]=1)[C:2]1[CH:7]=[CH:6][CH:5]=[CH:4][CH:3]=1.O.ON1C2C=CC=CC=2N=N1.Cl.[NH2:40][C:41]1[N:46]([CH2:47][CH2:48][CH2:49][CH3:50])[C:45](=[O:51])[N:44]([CH2:52][C:53]2[CH:58]=[CH:57][CH:56]=[CH:55][C:54]=2[F:59])[C:43](=[O:60])[C:42]=1[NH:61][C:62](=[O:71])[CH2:63][C:64]1[CH:69]=[CH:68][C:67]([NH2:70])=[CH:66][CH:65]=1.C(N(CC)C(C)C)(C)C. Product: [NH2:40][C:41]1[N:46]([CH2:47][CH2:48][CH2:49][CH3:50])[C:45](=[O:51])[N:44]([CH2:52][C:53]2[CH:58]=[CH:57][CH:56]=[CH:55][C:54]=2[F:59])[C:43](=[O:60])[C:42]=1[NH:61][C:62]([CH2:63][C:64]1[CH:65]=[CH:66][C:67]([NH:70][C:25]([C:22]2[N:23]=[CH:24][N:20]([C:1]([C:2]3[CH:7]=[CH:6][CH:5]=[CH:4][CH:3]=3)([C:8]3[CH:9]=[CH:10][CH:11]=[CH:12][CH:13]=3)[C:14]3[CH:19]=[CH:18][CH:17]=[CH:16][CH:15]=3)[N:21]=2)=[O:26])=[CH:68][CH:69]=1)=[O:71]. The catalyst class is: 9. (4) The catalyst class is: 14. Reactant: [CH3:1][C@@H:2]1[CH2:7][CH2:6][N:5]([C:8]([N:10]2[CH2:15][CH2:14][C:13](=O)[CH2:12][CH2:11]2)=[O:9])[CH2:4][C@@H:3]1[N:17]1[C:21]2=[C:22]3[CH:28]=[CH:27][NH:26][C:23]3=[N:24][CH:25]=[C:20]2[NH:19][C:18]1=[O:29].[CH3:30][C@H:31]1[CH2:36][CH2:35][N:34]([C:37]([N:39]2[CH2:44][CH2:43][C:42](=O)[CH2:41][CH2:40]2)=[O:38])[CH2:33][C@H:32]1[N:46]1[C:50]2=[C:51]3[CH:57]=[CH:56][NH:55][C:52]3=[N:53][CH:54]=[C:49]2[NH:48][C:47]1=[O:58].Cl.[OH:60][NH2:61].C([O-])(=O)C.[Na+]. Product: [OH:60][N:61]=[C:13]1[CH2:14][CH2:15][N:10]([C:8]([N:5]2[CH2:6][CH2:7][C@@H:2]([CH3:1])[C@@H:3]([N:17]3[C:21]4=[C:22]5[CH:28]=[CH:27][NH:26][C:23]5=[N:24][CH:25]=[C:20]4[NH:19][C:18]3=[O:29])[CH2:4]2)=[O:9])[CH2:11][CH2:12]1.[OH:60][N:61]=[C:42]1[CH2:43][CH2:44][N:39]([C:37]([N:34]2[CH2:35][CH2:36][C@H:31]([CH3:30])[C@H:32]([N:46]3[C:50]4=[C:51]5[CH:57]=[CH:56][NH:55][C:52]5=[N:53][CH:54]=[C:49]4[NH:48][C:47]3=[O:58])[CH2:33]2)=[O:38])[CH2:40][CH2:41]1. (5) Reactant: [Cl:1][C:2]1[C:7]([Cl:8])=[CH:6][C:5]([NH2:9])=[C:4]([NH2:10])[CH:3]=1.[C:11](OCC)(=O)[CH:12]=[O:13].C1(C)C=CC=CC=1. Product: [Cl:1][C:2]1[CH:3]=[C:4]2[C:5](=[CH:6][C:7]=1[Cl:8])[NH:9][C:12](=[O:13])[CH:11]=[N:10]2. The catalyst class is: 8. (6) Product: [CH:20]1([N:3]2[CH2:2][CH2:1][C:7]3[CH:8]=[CH:9][C:10]([C:12]4[CH:19]=[CH:18][C:15]([C:16]#[N:17])=[CH:14][CH:13]=4)=[CH:11][C:6]=3[CH2:5][CH2:4]2)[CH2:23][CH2:22][CH2:21]1. The catalyst class is: 4. Reactant: [CH2:1]1[C:7]2[CH:8]=[CH:9][C:10]([C:12]3[CH:19]=[CH:18][C:15]([C:16]#[N:17])=[CH:14][CH:13]=3)=[CH:11][C:6]=2[CH2:5][CH2:4][NH:3][CH2:2]1.[C:20]1(=O)[CH2:23][CH2:22][CH2:21]1.C(O[BH-](OC(=O)C)OC(=O)C)(=O)C.[Na+]. (7) Reactant: [F:1][C:2]([F:27])([F:26])[C:3]1[CH:25]=[CH:24][CH:23]=[CH:22][C:4]=1[O:5][CH:6]1[CH2:11][CH2:10][N:9]([C:12]2[CH:21]=[CH:20][C:15]([C:16]([NH:18][NH2:19])=[O:17])=[CH:14][CH:13]=2)[CH2:8][CH2:7]1.CC(C(Cl)=O)[C:30](Cl)=[O:31].[C:36]([O:39][CH2:40]C)(=[O:38])[CH3:37]. Product: [O:31]=[C:30]([NH:19][NH:18][C:16](=[O:17])[C:15]1[CH:20]=[CH:21][C:12]([N:9]2[CH2:10][CH2:11][CH:6]([O:5][C:4]3[CH:22]=[CH:23][CH:24]=[CH:25][C:3]=3[C:2]([F:1])([F:26])[F:27])[CH2:7][CH2:8]2)=[CH:13][CH:14]=1)[CH2:37][C:36]([O:39][CH3:40])=[O:38]. The catalyst class is: 46. (8) Product: [O:11]1[CH:6]([CH2:4][OH:3])[CH2:7][NH:8][C:9]2[N:15]=[CH:14][CH:13]=[CH:12][C:10]1=2. Reactant: C([O:3][C:4]([CH:6]1[O:11][C:10]2[CH:12]=[CH:13][CH:14]=[N:15][C:9]=2[NH:8][C:7]1=O)=O)C.[H-].[H-].[H-].[H-].[Li+].[Al+3].[OH-].[Na+]. The catalyst class is: 1.